From a dataset of Retrosynthesis with 50K atom-mapped reactions and 10 reaction types from USPTO. Predict the reactants needed to synthesize the given product. Given the product OCCCOc1ccccc1, predict the reactants needed to synthesize it. The reactants are: O=C(O)CCOc1ccccc1.